This data is from Catalyst prediction with 721,799 reactions and 888 catalyst types from USPTO. The task is: Predict which catalyst facilitates the given reaction. (1) Reactant: [Cl:1][Pd:2][Cl:3].[C:4]12[CH2:10][C:7]([CH2:8][CH2:9]1)=[CH:6][CH:5]=2.[CH3:11][O-:12].[Na+]. Product: [Pd:2]([Cl:3])[Cl:1].[CH3:11][O:12][C:4]12[CH2:10][CH:7]([CH2:8][CH2:9]1)[CH:6]=[CH:5]2. The catalyst class is: 5. (2) Reactant: [Br:1][C:2]1[CH:7]=[CH:6][N:5]=[C:4]2[NH:8][CH:9]=[CH:10][C:3]=12.ClC1C=CC=C(C(OO)=[O:19])C=1. Product: [Br:1][C:2]1[CH:7]=[CH:6][N+:5]([O-:19])=[C:4]2[NH:8][CH:9]=[CH:10][C:3]=12. The catalyst class is: 27. (3) Reactant: O[CH2:2][C:3]1[C:4]([C:9]2[N:13]([CH2:14][C:15]([O:17][CH2:18][CH3:19])=[O:16])[N:12]=[CH:11][CH:10]=2)=[N:5][CH:6]=[CH:7][CH:8]=1.O=S(Cl)[Cl:22]. Product: [ClH:22].[Cl:22][CH2:2][C:3]1[C:4]([C:9]2[N:13]([CH2:14][C:15]([O:17][CH2:18][CH3:19])=[O:16])[N:12]=[CH:11][CH:10]=2)=[N:5][CH:6]=[CH:7][CH:8]=1. The catalyst class is: 2. (4) Reactant: [O-]Cl=O.[Na+].[CH3:5][C:6]1[CH2:15][CH2:14][C@@H:13]2[C@:8]([CH3:18])([CH2:9][CH2:10][CH2:11][C:12]2([CH3:17])[CH3:16])[C:7]=1[CH:19]=[O:20].[OH:21]O.CC#N. Product: [CH3:5][C:6]1[CH2:15][CH2:14][CH:13]2[C@:8]([CH3:18])([CH2:9][CH2:10][CH2:11][C:12]2([CH3:16])[CH3:17])[C:7]=1[C:19]([OH:21])=[O:20]. The catalyst class is: 232. (5) Reactant: [C:1]([O:4][C:5]1[CH:10]=[CH:9][CH:8]=[CH:7][C:6]=1[C:11](Cl)=[O:12])(=[O:3])[CH3:2].[CH3:14][N:15]([CH3:29])[CH2:16][CH:17]([CH3:28])[CH:18]([C:21]1[CH:22]=[C:23]([OH:27])[CH:24]=[CH:25][CH:26]=1)[CH2:19][CH3:20]. Product: [C:1]([O:4][C:5]1[CH:10]=[CH:9][CH:8]=[CH:7][C:6]=1[C:11]([O:27][C:23]1[CH:24]=[CH:25][CH:26]=[C:21]([CH:18]([CH2:19][CH3:20])[CH:17]([CH3:28])[CH2:16][N:15]([CH3:14])[CH3:29])[CH:22]=1)=[O:12])(=[O:3])[CH3:2]. The catalyst class is: 4. (6) Reactant: [C:1]1([NH:7][C:8](=[O:15])[C:9]2[CH:14]=[CH:13][N:12]=[CH:11][CH:10]=2)[CH:6]=[CH:5][CH:4]=[CH:3][CH:2]=1.[Li]CCCC.[I:21]I.S(S([O-])=O)([O-])(=O)=O.[K+].[K+]. Product: [C:1]1([NH:7][C:8](=[O:15])[C:9]2[CH:14]=[CH:13][N:12]=[CH:11][C:10]=2[I:21])[CH:6]=[CH:5][CH:4]=[CH:3][CH:2]=1. The catalyst class is: 168. (7) Reactant: C([C@@H]1COC(=O)N1[C:14](=[O:36])[C@H:15]([CH2:19][C:20]1[C:25]([Cl:26])=[CH:24][C:23]([O:27][CH2:28][C:29]2[CH:34]=[CH:33][CH:32]=[CH:31][CH:30]=2)=[CH:22][C:21]=1[Cl:35])[CH2:16][CH:17]=O)C1C=CC=CC=1.[NH:37]1[C:45]2[CH2:44][CH:43]([NH2:46])[CH2:42][CH2:41][C:40]=2[CH:39]=[N:38]1.C(O[BH-](OC(=O)C)OC(=O)C)(=O)C.[Na+]. The catalyst class is: 643. Product: [CH2:28]([O:27][C:23]1[CH:22]=[C:21]([Cl:35])[C:20]([CH2:19][C@@H:15]2[CH2:16][CH2:17][N:46]([CH:43]3[CH2:44][C:45]4[NH:37][N:38]=[CH:39][C:40]=4[CH2:41][CH2:42]3)[C:14]2=[O:36])=[C:25]([Cl:26])[CH:24]=1)[C:29]1[CH:30]=[CH:31][CH:32]=[CH:33][CH:34]=1.